Dataset: Reaction yield outcomes from USPTO patents with 853,638 reactions. Task: Predict the reaction yield, written as a fraction of the theoretical maximum amount of product (1.0 means a 100% yield; for example, 0.34 means a 34% yield). (1) The reactants are [H-].[Na+].[CH3:3][O:4][C:5](=[O:17])[CH2:6][C:7]1[CH:12]=[CH:11][C:10]([S:13]([CH3:16])(=[O:15])=[O:14])=[CH:9][CH:8]=1.Br[CH2:19][C:20]1[CH:25]=[CH:24][CH:23]=[CH:22][C:21]=1[CH3:26]. The catalyst is CN(C=O)C. The product is [CH3:3][O:4][C:5](=[O:17])[CH:6]([C:7]1[CH:8]=[CH:9][C:10]([S:13]([CH3:16])(=[O:14])=[O:15])=[CH:11][CH:12]=1)[CH2:19][C:20]1[CH:25]=[CH:24][CH:23]=[CH:22][C:21]=1[CH3:26]. The yield is 0.720. (2) The reactants are C[O:2][C:3]([C:5]1[CH:14]=[C:13]([O:15]COCC[Si](C)(C)C)[C:12]2[C:7](=[C:8]([Br:26])[CH:9]=[C:10]([O:24][CH3:25])[CH:11]=2)[N:6]=1)=[O:4].O1CCCC1.O.O.[OH-].[Li+]. The catalyst is CO. The product is [Br:26][C:8]1[CH:9]=[C:10]([O:24][CH3:25])[CH:11]=[C:12]2[C:7]=1[NH:6][C:5]([C:3]([OH:4])=[O:2])=[CH:14][C:13]2=[O:15]. The yield is 0.800. (3) The reactants are P(O[CH2:10][C:11]#[N:12])(OCC)(OCC)=O.CC(C)([O-])C.[K+].[C:19]([O:23][C:24]([N:26]1[CH2:29][C:28](=O)[CH2:27]1)=[O:25])([CH3:22])([CH3:21])[CH3:20]. The catalyst is O1CCCC1.O.[Cl-].[Na+]. The product is [C:11]([CH:10]=[C:28]1[CH2:29][N:26]([C:24]([O:23][C:19]([CH3:22])([CH3:21])[CH3:20])=[O:25])[CH2:27]1)#[N:12]. The yield is 0.610. (4) The reactants are [CH2:1]([C:5]1[NH:6][CH:7]=[CH:8][N:9]=1)[CH2:2][CH2:3][CH3:4].C[O-].[Na+].[Cl:13][C:14]1[CH:21]=[CH:20][CH:19]=[CH:18][C:15]=1[CH2:16]Br. The catalyst is CO. The product is [CH2:1]([C:5]1[N:6]([CH2:16][C:15]2[CH:18]=[CH:19][CH:20]=[CH:21][C:14]=2[Cl:13])[CH:7]=[CH:8][N:9]=1)[CH2:2][CH2:3][CH3:4]. The yield is 0.610.